Task: Predict the reactants needed to synthesize the given product.. Dataset: Full USPTO retrosynthesis dataset with 1.9M reactions from patents (1976-2016) Given the product [F:40][C:39]([F:42])([F:41])[C:35]1[CH:34]=[C:33]([CH:38]=[CH:37][CH:36]=1)[O:31][C:28]1[CH:29]=[CH:30][C:25]([C:24]2[C:19]([NH2:18])=[N:20][CH:21]=[CH:22][CH:23]=2)=[CH:26][CH:27]=1, predict the reactants needed to synthesize it. The reactants are: P([O-])([O-])([O-])=O.[K+].[K+].[K+].N1C=CC=CC=1C(O)=O.[NH2:18][C:19]1[C:24]([C:25]2[CH:30]=[CH:29][C:28]([OH:31])=[CH:27][CH:26]=2)=[CH:23][CH:22]=[CH:21][N:20]=1.I[C:33]1[CH:38]=[CH:37][CH:36]=[C:35]([C:39]([F:42])([F:41])[F:40])[CH:34]=1.